From a dataset of NCI-60 drug combinations with 297,098 pairs across 59 cell lines. Regression. Given two drug SMILES strings and cell line genomic features, predict the synergy score measuring deviation from expected non-interaction effect. (1) Drug 1: C1CCC(C1)C(CC#N)N2C=C(C=N2)C3=C4C=CNC4=NC=N3. Cell line: NCI-H522. Synergy scores: CSS=14.8, Synergy_ZIP=-2.24, Synergy_Bliss=3.04, Synergy_Loewe=-0.409, Synergy_HSA=4.07. Drug 2: C1=NNC2=C1C(=O)NC=N2. (2) Drug 1: C1CC(C1)(C(=O)O)C(=O)O.[NH2-].[NH2-].[Pt+2]. Drug 2: C1C(C(OC1N2C=NC3=C2NC=NCC3O)CO)O. Cell line: RXF 393. Synergy scores: CSS=3.54, Synergy_ZIP=0.265, Synergy_Bliss=4.79, Synergy_Loewe=1.56, Synergy_HSA=0.617.